The task is: Predict the reactants needed to synthesize the given product.. This data is from Full USPTO retrosynthesis dataset with 1.9M reactions from patents (1976-2016). (1) Given the product [CH2:11]([NH:10][C:8]1[CH:7]=[CH:6][C:5]2[NH:1][CH:2]=[N:3][C:4]=2[CH:9]=1)[CH2:12][CH2:13][CH3:14], predict the reactants needed to synthesize it. The reactants are: [N:1]1[C:5]2[CH:6]=[CH:7][C:8]([NH2:10])=[CH:9][C:4]=2[NH:3][CH:2]=1.[CH:11](=O)[CH2:12][CH2:13][CH3:14].[BH4-].[Na+]. (2) Given the product [CH2:1]([N:8]([C:21]([O:23][C:24]([CH3:27])([CH3:26])[CH3:25])=[O:22])[CH:9]1[CH2:15][CH2:14][CH2:13][C:12]2[CH:16]=[C:17]([OH:20])[CH:18]=[CH:19][C:11]=2[CH2:10]1)[C:2]1[CH:3]=[CH:4][CH:5]=[CH:6][CH:7]=1, predict the reactants needed to synthesize it. The reactants are: [CH2:1]([NH:8][CH:9]1[CH2:15][CH2:14][CH2:13][C:12]2[CH:16]=[C:17]([OH:20])[CH:18]=[CH:19][C:11]=2[CH2:10]1)[C:2]1[CH:7]=[CH:6][CH:5]=[CH:4][CH:3]=1.[C:21](O[C:21]([O:23][C:24]([CH3:27])([CH3:26])[CH3:25])=[O:22])([O:23][C:24]([CH3:27])([CH3:26])[CH3:25])=[O:22]. (3) Given the product [CH3:13][O:12][C:9]1[CH:10]=[C:11]2[C:6](=[CH:7][C:8]=1[O:14][CH3:15])[N:5]=[CH:4][CH:3]=[C:2]2[O:29][C:20]1[CH:21]=[CH:22][C:23]2[C:28](=[CH:27][CH:26]=[CH:25][CH:24]=2)[C:19]=1[C:17](=[O:18])[CH3:16], predict the reactants needed to synthesize it. The reactants are: Cl[C:2]1[C:11]2[C:6](=[CH:7][C:8]([O:14][CH3:15])=[C:9]([O:12][CH3:13])[CH:10]=2)[N:5]=[CH:4][CH:3]=1.[CH3:16][C:17]([C:19]1[C:28]2[C:23](=[CH:24][CH:25]=[CH:26][CH:27]=2)[CH:22]=[CH:21][C:20]=1[OH:29])=[O:18].O. (4) Given the product [CH:6]([C:5]1[CH:8]=[CH:9][C:2]([O:1][CH2:11][C:12]([O:14][C:15]([CH3:18])([CH3:17])[CH3:16])=[O:13])=[CH:3][CH:4]=1)=[O:7], predict the reactants needed to synthesize it. The reactants are: [OH:1][C:2]1[CH:9]=[CH:8][C:5]([CH:6]=[O:7])=[CH:4][CH:3]=1.Br[CH2:11][C:12]([O:14][C:15]([CH3:18])([CH3:17])[CH3:16])=[O:13].C(=O)([O-])[O-].[K+].[K+]. (5) Given the product [Cl:18][C:3]1[CH:4]=[C:5]([F:17])[C:6]([C:8]2[N:9]([C:13]([F:14])([F:16])[F:15])[N:10]=[N:11][CH:12]=2)=[CH:7][C:2]=1[CH:50]([S:38][CH:36]([C:2]1[CH:7]=[C:6]([C:8]2[N:9]([C:13]([F:16])([F:14])[F:15])[N:10]=[N:11][CH:12]=2)[C:5]([F:17])=[CH:4][C:3]=1[Cl:18])[C:13]([F:14])([F:16])[F:15])[C:49]([F:53])([F:52])[F:48], predict the reactants needed to synthesize it. The reactants are: S([C:2]1[CH:7]=[C:6]([C:8]2[N:9]([C:13]([F:16])([F:15])[F:14])[N:10]=[N:11][CH:12]=2)[C:5]([F:17])=[CH:4][C:3]=1[Cl:18])[C:2]1[CH:7]=[C:6]([C:8]2[N:9]([C:13]([F:16])([F:15])[F:14])[N:10]=[N:11][CH:12]=2)[C:5]([F:17])=[CH:4][C:3]=1[Cl:18].[CH2:36]([S:38]([O-])=O)O.[Na+].C(=O)([O-])[O-].[K+].[K+].[F:48][C:49]([F:53])([F:52])[CH2:50]I.